Dataset: Forward reaction prediction with 1.9M reactions from USPTO patents (1976-2016). Task: Predict the product of the given reaction. (1) Given the reactants C(O)(C(F)(F)F)=O.[F:8][C:9]1[CH:10]=[C:11]([NH:20][C:21]([C@H:23]2[C:32]3[C:27](=[CH:28][C:29]([CH2:33][O:34][CH3:35])=[CH:30][CH:31]=3)[CH2:26][CH2:25][N:24]2[C:36]([C@H:38]2[CH2:41][C@H:40]([CH2:42][C:43]([O:45]C(C)(C)C)=[O:44])[CH2:39]2)=[O:37])=[O:22])[CH:12]=[C:13]2[C:17]=1[C:16]([CH3:19])([CH3:18])[CH2:15][CH2:14]2.C(=O)([O-])O.[Na+], predict the reaction product. The product is: [F:8][C:9]1[CH:10]=[C:11]([NH:20][C:21]([C@H:23]2[C:32]3[C:27](=[CH:28][C:29]([CH2:33][O:34][CH3:35])=[CH:30][CH:31]=3)[CH2:26][CH2:25][N:24]2[C:36]([C@H:38]2[CH2:41][C@H:40]([CH2:42][C:43]([OH:45])=[O:44])[CH2:39]2)=[O:37])=[O:22])[CH:12]=[C:13]2[C:17]=1[C:16]([CH3:19])([CH3:18])[CH2:15][CH2:14]2. (2) The product is: [Br:8][C:4]1[CH:3]=[C:2]([N:13]2[CH2:14][CH2:15][CH:11]([O:10][CH3:9])[CH2:12]2)[CH:7]=[CH:6][CH:5]=1. Given the reactants Br[C:2]1[CH:7]=[CH:6][CH:5]=[C:4]([Br:8])[CH:3]=1.[CH3:9][O:10][CH:11]1[CH2:15][CH2:14][NH:13][CH2:12]1.C1C=CC(P(C2C(C3C(P(C4C=CC=CC=4)C4C=CC=CC=4)=CC=C4C=3C=CC=C4)=C3C(C=CC=C3)=CC=2)C2C=CC=CC=2)=CC=1.C([O-])([O-])=O.[Cs+].[Cs+], predict the reaction product. (3) Given the reactants [Si:1]([O:8][CH2:9][C:10](=[CH2:13])[CH2:11][OH:12])([C:4]([CH3:7])([CH3:6])[CH3:5])([CH3:3])[CH3:2], predict the reaction product. The product is: [Si:1]([O:8][CH2:9][C:10](=[CH2:13])[CH:11]=[O:12])([C:4]([CH3:7])([CH3:6])[CH3:5])([CH3:2])[CH3:3]. (4) Given the reactants [AlH4-].[Li+].[CH3:3][O:4][C:5]1[CH:6]=[C:7]2[C:12](=[CH:13][C:14]=1[O:15][CH3:16])[N:11]=[CH:10][N:9]=[C:8]2[N:17]1[CH2:26][CH2:25][C:24]2[C:19](=[CH:20][CH:21]=[C:22]([C:27](OC)=[O:28])[CH:23]=2)[CH2:18]1.ClCCl.C(O)C, predict the reaction product. The product is: [CH3:3][O:4][C:5]1[CH:6]=[C:7]2[C:12](=[CH:13][C:14]=1[O:15][CH3:16])[N:11]=[CH:10][N:9]=[C:8]2[N:17]1[CH2:26][CH2:25][C:24]2[C:19](=[CH:20][CH:21]=[C:22]([CH2:27][OH:28])[CH:23]=2)[CH2:18]1. (5) Given the reactants [CH2:1]([O:5][C:6]1[C:11]([CH3:12])=[CH:10][C:9]([CH2:13]C=O)=[CH:8][C:7]=1[CH3:16])[CH2:2][CH2:3][CH3:4].CC1C=C(C=C(C)C=1O)C=[O:22].C(=O)C1C=CC=CC=1.ICCCC, predict the reaction product. The product is: [CH2:1]([O:5][C:6]1[C:11]([CH3:12])=[CH:10][C:9]([CH:13]=[O:22])=[CH:8][C:7]=1[CH3:16])[CH2:2][CH2:3][CH3:4].